This data is from Full USPTO retrosynthesis dataset with 1.9M reactions from patents (1976-2016). The task is: Predict the reactants needed to synthesize the given product. Given the product [ClH:29].[C:1]([O:4][C@@H:5]([C:22]1[CH:27]=[CH:26][C:25]([F:28])=[CH:24][CH:23]=1)[C@@H:6]([NH2:14])[C:7](=[O:13])[N:8]1[CH2:9][CH2:10][CH2:11][CH2:12]1)(=[O:3])[CH3:2], predict the reactants needed to synthesize it. The reactants are: [C:1]([O:4][C@@H:5]([C:22]1[CH:27]=[CH:26][C:25]([F:28])=[CH:24][CH:23]=1)[C@@H:6]([NH:14]C(OC(C)(C)C)=O)[C:7](=[O:13])[N:8]1[CH2:12][CH2:11][CH2:10][CH2:9]1)(=[O:3])[CH3:2].[ClH:29].